Task: Regression. Given two drug SMILES strings and cell line genomic features, predict the synergy score measuring deviation from expected non-interaction effect.. Dataset: Merck oncology drug combination screen with 23,052 pairs across 39 cell lines Drug 1: CC1CC2C3CCC4=CC(=O)C=CC4(C)C3(F)C(O)CC2(C)C1(O)C(=O)CO. Drug 2: O=C(CCCCCCC(=O)Nc1ccccc1)NO. Cell line: KPL1. Synergy scores: synergy=4.88.